This data is from Full USPTO retrosynthesis dataset with 1.9M reactions from patents (1976-2016). The task is: Predict the reactants needed to synthesize the given product. (1) Given the product [Cl:15][C:16]1[CH:17]=[C:18]([C:29]([OH:32])([CH3:31])[CH3:30])[CH:19]=[N:20][C:21]=1[N:22]1[CH2:27][CH2:26][N:25]([C:2]2[NH:3][C:4]3[CH:10]=[CH:9][C:8]([C:11]([F:14])([F:13])[F:12])=[CH:7][C:5]=3[N:6]=2)[C@H:24]([CH3:28])[CH2:23]1, predict the reactants needed to synthesize it. The reactants are: Cl[C:2]1[NH:6][C:5]2[CH:7]=[C:8]([C:11]([F:14])([F:13])[F:12])[CH:9]=[CH:10][C:4]=2[N:3]=1.[Cl:15][C:16]1[CH:17]=[C:18]([C:29]([OH:32])([CH3:31])[CH3:30])[CH:19]=[N:20][C:21]=1[N:22]1[CH2:27][CH2:26][NH:25][C@H:24]([CH3:28])[CH2:23]1. (2) Given the product [CH2:4]([O:6][C:7]([C:9]1[N:13]([CH2:15][C:16]2[CH:21]=[CH:20][CH:19]=[CH:18][CH:17]=2)[N:12]=[C:11]([CH3:14])[CH:10]=1)=[O:8])[CH3:5], predict the reactants needed to synthesize it. The reactants are: C(#N)C.[CH2:4]([O:6][C:7]([C:9]1[NH:13][N:12]=[C:11]([CH3:14])[CH:10]=1)=[O:8])[CH3:5].[CH2:15](Br)[C:16]1[CH:21]=[CH:20][CH:19]=[CH:18][CH:17]=1.C([O-])([O-])=O.[K+].[K+]. (3) Given the product [F:1][C:2]([F:17])([F:18])/[CH:3]=[CH:4]/[C:5]1[CH:14]=[CH:13][C:8]([C:9]([OH:11])=[O:10])=[C:7]([O:15][CH3:16])[CH:6]=1, predict the reactants needed to synthesize it. The reactants are: [F:1][C:2]([F:18])([F:17])/[CH:3]=[CH:4]/[C:5]1[CH:14]=[CH:13][C:8]([C:9]([O:11]C)=[O:10])=[C:7]([O:15][CH3:16])[CH:6]=1.[OH-].[Na+]. (4) Given the product [CH3:41][O:42][CH2:43][C:44]([NH:26][CH2:25][C:22]1[S:21][C:20]([C:18]2[S:19][C:15]([C:13]3[CH:12]=[CH:11][N:10]=[C:9]([NH:8][CH:6]4[CH2:7][C:2]([CH3:1])([CH3:33])[NH:3][C:4]([CH3:31])([CH3:32])[CH2:5]4)[N:14]=3)=[CH:16][CH:17]=2)=[CH:24][CH:23]=1)=[O:45], predict the reactants needed to synthesize it. The reactants are: [CH3:1][C:2]1([CH3:33])[CH2:7][CH:6]([NH:8][C:9]2[N:14]=[C:13]([C:15]3[S:19][C:18]([C:20]4[S:21][C:22]([CH2:25][NH:26]S(C)(=O)=O)=[CH:23][CH:24]=4)=[CH:17][CH:16]=3)[CH:12]=[CH:11][N:10]=2)[CH2:5][C:4]([CH3:32])([CH3:31])[NH:3]1.C(N(CC)CC)C.[CH3:41][O:42][CH2:43][C:44](Cl)=[O:45]. (5) Given the product [Cl:19][C:20]1[CH:25]=[CH:24][C:23]([C:2]2[CH:3]=[N:4][C:5]3[N:6]([CH:8]=[C:9]([CH2:11][O:12][C:13]4[CH:18]=[CH:17][CH:16]=[CH:15][N:14]=4)[N:10]=3)[CH:7]=2)=[C:22]([O:29][CH3:30])[CH:21]=1, predict the reactants needed to synthesize it. The reactants are: Br[C:2]1[CH:3]=[N:4][C:5]2[N:6]([CH:8]=[C:9]([CH2:11][O:12][C:13]3[CH:18]=[CH:17][CH:16]=[CH:15][N:14]=3)[N:10]=2)[CH:7]=1.[Cl:19][C:20]1[CH:25]=[CH:24][C:23](B(O)O)=[C:22]([O:29][CH3:30])[CH:21]=1. (6) Given the product [OH:1][C:2]1[CH:3]=[C:4]2[C:9](=[CH:10][CH:11]=1)[CH:8]=[C:7]([C:12]([N:21]1[CH2:22][CH2:23][N:18]([CH:15]([CH3:17])[CH3:16])[CH2:19][CH2:20]1)=[O:14])[CH:6]=[CH:5]2, predict the reactants needed to synthesize it. The reactants are: [OH:1][C:2]1[CH:3]=[C:4]2[C:9](=[CH:10][CH:11]=1)[CH:8]=[C:7]([C:12]([OH:14])=O)[CH:6]=[CH:5]2.[CH:15]([N:18]1[CH2:23][CH2:22][NH:21][CH2:20][CH2:19]1)([CH3:17])[CH3:16]. (7) The reactants are: [Br:1]N1C(=O)CCC1=O.[Si:9]([O:16][CH:17]([CH:39]=[CH2:40])[CH2:18][N:19]1[C:23]2[N:24]=[CH:25][N:26]=[C:27]([NH2:28])[C:22]=2[C:21]([C:29]2[CH:30]=[N:31][C:32]3[C:37]([CH:38]=2)=[CH:36][CH:35]=[CH:34][CH:33]=3)=[CH:20]1)([C:12]([CH3:15])([CH3:14])[CH3:13])([CH3:11])[CH3:10].C(=O)(O)[O-].[Na+]. Given the product [Br:1][C:20]1[N:19]([CH2:18][CH:17]([O:16][Si:9]([C:12]([CH3:13])([CH3:14])[CH3:15])([CH3:10])[CH3:11])[CH:39]=[CH2:40])[C:23]2[N:24]=[CH:25][N:26]=[C:27]([NH2:28])[C:22]=2[C:21]=1[C:29]1[CH:30]=[N:31][C:32]2[C:37]([CH:38]=1)=[CH:36][CH:35]=[CH:34][CH:33]=2, predict the reactants needed to synthesize it. (8) Given the product [CH:37]1([S:34]([N:32]2[CH:33]=[C:29]([C:25]3[N:24]=[C:23]([NH:22][C:20]4[N:19]=[CH:18][C:17]5[C:13]([NH:12][C:10](=[O:11])[CH2:9][OH:8])=[CH:14][N:15]([CH:40]([CH3:42])[CH3:41])[C:16]=5[CH:21]=4)[CH:28]=[CH:27][N:26]=3)[CH:30]=[N:31]2)(=[O:36])=[O:35])[CH2:39][CH2:38]1, predict the reactants needed to synthesize it. The reactants are: C([O:8][CH2:9][C:10]([NH:12][C:13]1[C:17]2[CH:18]=[N:19][C:20]([NH:22][C:23]3[CH:28]=[CH:27][N:26]=[C:25]([C:29]4[CH:30]=[N:31][N:32]([S:34]([CH:37]5[CH2:39][CH2:38]5)(=[O:36])=[O:35])[CH:33]=4)[N:24]=3)=[CH:21][C:16]=2[N:15]([CH:40]([CH3:42])[CH3:41])[CH:14]=1)=[O:11])C1C=CC=CC=1.